This data is from Full USPTO retrosynthesis dataset with 1.9M reactions from patents (1976-2016). The task is: Predict the reactants needed to synthesize the given product. (1) Given the product [ClH:35].[NH2:27][CH2:26][C:7]1[N:8]([CH2:22][CH:23]([CH3:24])[CH3:25])[C:9](=[O:21])[C:10]2[C:15]([C:6]=1[O:5][CH2:1][CH2:2][CH2:3][CH3:4])=[CH:14][C:13]([C:16]1[S:17][CH:18]=[CH:19][CH:20]=1)=[CH:12][CH:11]=2, predict the reactants needed to synthesize it. The reactants are: [CH2:1]([O:5][C:6]1[C:15]2[C:10](=[CH:11][CH:12]=[C:13]([C:16]3[S:17][CH:18]=[CH:19][CH:20]=3)[CH:14]=2)[C:9](=[O:21])[N:8]([CH2:22][CH:23]([CH3:25])[CH3:24])[C:7]=1[CH2:26][NH:27]C(=O)OC(C)(C)C)[CH2:2][CH2:3][CH3:4].[ClH:35]. (2) Given the product [Cl:18][C:19]1[CH:20]=[CH:21][C:22]2[C:28]3[C:29]([CH3:32])=[N:30][O:31][C:27]=3[CH2:26][C:25](=[O:33])[N:24]([C:2]3[CH:9]=[CH:8][C:5]([C:6]#[N:7])=[CH:4][CH:3]=3)[C:23]=2[CH:34]=1, predict the reactants needed to synthesize it. The reactants are: I[C:2]1[CH:9]=[CH:8][C:5]([C:6]#[N:7])=[CH:4][CH:3]=1.[O-]P([O-])([O-])=O.[K+].[K+].[K+].[Cl:18][C:19]1[CH:20]=[CH:21][C:22]2[C:28]3[C:29]([CH3:32])=[N:30][O:31][C:27]=3[CH2:26][C:25](=[O:33])[NH:24][C:23]=2[CH:34]=1.N#N.N[C@@H]1CCCC[C@H]1N.